The task is: Predict the reaction yield, written as a fraction of the theoretical maximum amount of product (1.0 means a 100% yield; for example, 0.34 means a 34% yield).. This data is from Reaction yield outcomes from USPTO patents with 853,638 reactions. (1) The reactants are [OH:1][C:2]1[C:7](=[O:8])[CH:6]=[CH:5][N:4]([CH3:9])[C:3]=1[CH:10](O)[C:11]([F:14])([F:13])[F:12].[CH3:16][N:17]1[CH2:22][CH2:21][NH:20][CH2:19][CH2:18]1. No catalyst specified. The product is [OH:1][C:2]1[C:7](=[O:8])[CH:6]=[CH:5][N:4]([CH3:9])[C:3]=1[CH:10]([N:20]1[CH2:21][CH2:22][N:17]([CH3:16])[CH2:18][CH2:19]1)[C:11]([F:14])([F:13])[F:12]. The yield is 0.290. (2) The reactants are [NH:1]1[CH2:6][CH2:5][CH:4]([CH2:7][CH2:8][C:9]#[N:10])[CH2:3][CH2:2]1.[C:11]1([CH3:29])[CH:16]=[C:15]([CH3:17])[CH:14]=[C:13]([CH3:18])[C:12]=1[S:19]([N:22]1[CH2:27][CH2:26][C:25](=O)[CH2:24][CH2:23]1)(=[O:21])=[O:20].CC(O)=O.[BH-](OC(C)=O)(OC(C)=O)OC(C)=O.[Na+]. The product is [C:11]1([CH3:29])[CH:16]=[C:15]([CH3:17])[CH:14]=[C:13]([CH3:18])[C:12]=1[S:19]([N:22]1[CH2:27][CH2:26][CH:25]([N:1]2[CH2:6][CH2:5][CH:4]([CH2:7][CH2:8][C:9]#[N:10])[CH2:3][CH2:2]2)[CH2:24][CH2:23]1)(=[O:21])=[O:20]. The yield is 0.0500. The catalyst is C(Cl)Cl. (3) The reactants are [F:1][C:2]1[C:7]2[O:8][C:9]([CH3:14])([CH3:13])[C:10](=S)[NH:11][C:6]=2[CH:5]=[C:4]([N+:15]([O-:17])=[O:16])[CH:3]=1.[Si]([N:22]=[N+:23]=[N-:24])(C)(C)C. The catalyst is C1COCC1.[Hg](OC(C)=O)OC(C)=O.CCOC(C)=O. The product is [CH3:13][C:9]1([CH3:14])[O:8][C:7]2[C:2]([F:1])=[CH:3][C:4]([N+:15]([O-:17])=[O:16])=[CH:5][C:6]=2[N:11]2[N:22]=[N:23][N:24]=[C:10]12. The yield is 0.570.